This data is from Full USPTO retrosynthesis dataset with 1.9M reactions from patents (1976-2016). The task is: Predict the reactants needed to synthesize the given product. (1) Given the product [C:14]([NH:1][CH2:2][CH2:26][CH2:25][OH:24])([O:16][C:17]([CH3:18])([CH3:19])[CH3:20])=[O:15], predict the reactants needed to synthesize it. The reactants are: [NH2:1][CH:2](O)CC.[CH3:18][C:17]([O:16][C:14](O[C:14]([O:16][C:17]([CH3:20])([CH3:19])[CH3:18])=[O:15])=[O:15])([CH3:20])[CH3:19].O1[CH2:26][CH2:25][O:24]CC1.[OH-].[Na+]. (2) The reactants are: [CH2:1]([C:4]1[CH:5]=[C:6]([NH:12][C:13](=[O:18])[CH2:14][CH2:15][CH2:16]Br)[CH:7]=[CH:8][C:9]=1[O:10][CH3:11])[CH:2]=[CH2:3].[H-].[Na+]. Given the product [CH2:1]([C:4]1[CH:5]=[C:6]([N:12]2[CH2:16][CH2:15][CH2:14][C:13]2=[O:18])[CH:7]=[CH:8][C:9]=1[O:10][CH3:11])[CH:2]=[CH2:3], predict the reactants needed to synthesize it. (3) The reactants are: [N+]([O-])([O-])=O.[Sr+2:5].[N+]([O-])([O-])=O.[NH2:10][C:11]([NH2:13])=[O:12].[C:14](=[O:17])([O-:16])[O-:15]. Given the product [C:14](=[O:15])([O-:17])[O-:16].[Sr+2:5].[NH2:10][C:11]([NH2:13])=[O:12], predict the reactants needed to synthesize it. (4) Given the product [F:19][C:4]([F:3])([F:18])[CH2:5][CH2:6][O:7][C:8]1[CH:17]=[CH:16][C:11]([C:12]([OH:14])=[O:13])=[CH:10][N:9]=1, predict the reactants needed to synthesize it. The reactants are: [OH-].[Na+].[F:3][C:4]([F:19])([F:18])[CH2:5][CH2:6][O:7][C:8]1[CH:17]=[CH:16][C:11]([C:12]([O:14]C)=[O:13])=[CH:10][N:9]=1. (5) Given the product [CH:15]([C:18]1[CH:24]=[CH:23][C:22]([S:25]([CH3:28])(=[O:26])=[O:27])=[CH:21][C:19]=1[NH2:20])([CH3:17])[CH3:16], predict the reactants needed to synthesize it. The reactants are: CS(C1C=CC(CCC)=C(C=1)N)(=O)=O.[C:15]([C:18]1[CH:24]=[CH:23][C:22]([S:25]([CH3:28])(=[O:27])=[O:26])=[CH:21][C:19]=1[NH2:20])([CH3:17])=[CH2:16]. (6) The reactants are: [CH3:1][N:2]([C:11]1[CH:16]=[CH:15][C:14]([N+:17]([O-])=O)=[CH:13][CH:12]=1)[C@H:3]1[CH2:7][CH2:6][N:5]([C:8](=[O:10])[CH3:9])[CH2:4]1.[Cl-].[NH4+]. Given the product [NH2:17][C:14]1[CH:13]=[CH:12][C:11]([N:2]([CH3:1])[C@H:3]2[CH2:7][CH2:6][N:5]([C:8](=[O:10])[CH3:9])[CH2:4]2)=[CH:16][CH:15]=1, predict the reactants needed to synthesize it. (7) Given the product [Cl:1][C:2]1[N:3]=[CH:4][C:5]2[C:9]3[CH:14]=[CH:13][CH:12]=[CH:11][C:10]=3[O:15][C:6]=2[CH:7]=1, predict the reactants needed to synthesize it. The reactants are: [Cl:1][C:2]1[CH:7]=[C:6](N)[C:5]([C:9]2[CH:14]=[CH:13][CH:12]=[CH:11][C:10]=2[O:15]C)=[CH:4][N:3]=1.S(=O)(=O)(O)O.C(ON=O)(C)(C)C. (8) The reactants are: [C:1]([O:5][C:6](=[O:19])[C@@H:7]([NH:9][C:10]1[CH:15]=[CH:14][CH:13]=[CH:12][C:11]=1[N+:16]([O-])=O)[CH3:8])([CH3:4])([CH3:3])[CH3:2]. Given the product [C:1]([O:5][C:6](=[O:19])[C@@H:7]([NH:9][C:10]1[CH:15]=[CH:14][CH:13]=[CH:12][C:11]=1[NH2:16])[CH3:8])([CH3:2])([CH3:3])[CH3:4], predict the reactants needed to synthesize it. (9) Given the product [CH:1]1([C@H:7]([NH:12][C:13]([C:15]2[CH:19]=[C:18]([C:20]3[CH:25]=[CH:24][C:23]([O:26][C:27]([F:28])([F:29])[F:30])=[CH:22][CH:21]=3)[S:17][C:16]=2[NH:31][C:32]([NH:34][C:35]2[C:40]([Cl:41])=[CH:39][C:38]([O:42][C:43]([F:46])([F:45])[F:44])=[CH:37][C:36]=2[Cl:47])=[O:33])=[O:14])[C:8]([OH:10])=[O:9])[CH2:2][CH2:3][CH2:4][CH2:5][CH2:6]1, predict the reactants needed to synthesize it. The reactants are: [CH:1]1([C@H:7]([NH:12][C:13]([C:15]2[CH:19]=[C:18]([C:20]3[CH:25]=[CH:24][C:23]([O:26][C:27]([F:30])([F:29])[F:28])=[CH:22][CH:21]=3)[S:17][C:16]=2[NH:31][C:32]([NH:34][C:35]2[C:40]([Cl:41])=[CH:39][C:38]([O:42][C:43]([F:46])([F:45])[F:44])=[CH:37][C:36]=2[Cl:47])=[O:33])=[O:14])[C:8]([O:10]C)=[O:9])[CH2:6][CH2:5][CH2:4][CH2:3][CH2:2]1.[OH-].[Li+].